Dataset: HIV replication inhibition screening data with 41,000+ compounds from the AIDS Antiviral Screen. Task: Binary Classification. Given a drug SMILES string, predict its activity (active/inactive) in a high-throughput screening assay against a specified biological target. (1) The compound is CC#CC(O)(C(=O)OC1CN2CCC1CC2)C(C)C. The result is 0 (inactive). (2) The compound is CN(C(=O)C12C3C4C1C1C2C3C41C(N)=O)C(C)(C)C. The result is 0 (inactive). (3) The result is 0 (inactive). The drug is O=C1CCCCCCC2=C1C(Sc1ccccc1)CC2. (4) The compound is O=S(=O)([O-])c1ccc2c3c(ccc2c1)[OH+][Cu-][N+](c1ccc(C=Cc2ccc([N+]4=Nc5c(ccc6cc(S(=O)(=O)[O-])ccc56)[OH+][Cu-]4)cc2S(=O)(=O)[O-])c(S(=O)(=O)[O-])c1)=N3.[Na+]. The result is 1 (active).